From a dataset of Experimental lipophilicity measurements (octanol/water distribution) for 4,200 compounds from AstraZeneca. Regression/Classification. Given a drug SMILES string, predict its absorption, distribution, metabolism, or excretion properties. Task type varies by dataset: regression for continuous measurements (e.g., permeability, clearance, half-life) or binary classification for categorical outcomes (e.g., BBB penetration, CYP inhibition). For this dataset (lipophilicity_astrazeneca), we predict Y. The drug is FC(F)(F)c1nnc2ccc(N3CCCC3)nn12. The Y is 2.41 logD.